From a dataset of Forward reaction prediction with 1.9M reactions from USPTO patents (1976-2016). Predict the product of the given reaction. (1) Given the reactants [NH:1]1[CH2:6][CH2:5][CH:4]([C:7]([NH:9][C:10]2[C:14]3[CH:15]=[CH:16][CH:17]=[CH:18][C:13]=3[O:12][C:11]=2[C:19]([NH:21][C:22]2[CH:27]=[CH:26][C:25]([Cl:28])=[CH:24][N:23]=2)=[O:20])=[O:8])[CH2:3][CH2:2]1.[C:29](O)(=[O:36])[C:30]1[CH:35]=[CH:34][CH:33]=[N:32][CH:31]=1.ON1C2C=CC=CC=2N=N1.C(=O)([O-])O.[Na+], predict the reaction product. The product is: [N:32]1[CH:33]=[CH:34][CH:35]=[C:30]([C:29]([N:1]2[CH2:6][CH2:5][CH:4]([C:7]([NH:9][C:10]3[C:14]4[CH:15]=[CH:16][CH:17]=[CH:18][C:13]=4[O:12][C:11]=3[C:19]([NH:21][C:22]3[CH:27]=[CH:26][C:25]([Cl:28])=[CH:24][N:23]=3)=[O:20])=[O:8])[CH2:3][CH2:2]2)=[O:36])[CH:31]=1. (2) Given the reactants [CH3:1][C:2]1[CH:7]=[CH:6][C:5]([CH3:8])=[CH:4][N:3]=1.C1C=C(Cl)C=C(C(OO)=[O:17])C=1, predict the reaction product. The product is: [CH3:1][C:2]1[CH:7]=[CH:6][C:5]([CH3:8])=[CH:4][N+:3]=1[O-:17]. (3) Given the reactants Cl.[CH3:2][O:3][C:4](=[O:14])[C:5]1[CH:10]=[CH:9][C:8]([CH:11]([NH2:13])[CH3:12])=[CH:7][CH:6]=1.CCN(C(C)C)C(C)C.[F:24][C:25]([F:36])([F:35])[C:26](O[C:26](=[O:27])[C:25]([F:36])([F:35])[F:24])=[O:27], predict the reaction product. The product is: [CH3:2][O:3][C:4](=[O:14])[C:5]1[CH:10]=[CH:9][C:8]([CH:11]([NH:13][C:26](=[O:27])[C:25]([F:36])([F:35])[F:24])[CH3:12])=[CH:7][CH:6]=1. (4) Given the reactants Cl[C:2]1[C:11]2[C:6](=[CH:7][C:8]([S:12]([NH:15][C:16]3[S:17][CH:18]=[CH:19][N:20]=3)(=[O:14])=[O:13])=[CH:9][CH:10]=2)[CH:5]=[CH:4][N:3]=1.C(=O)([O-])[O-].[K+].[K+].[Cl:27][C:28]1[CH:29]=[C:30]([N:35]2[CH2:40][CH2:39][NH:38][CH2:37][CH2:36]2)[CH:31]=[CH:32][C:33]=1[Cl:34], predict the reaction product. The product is: [Cl:27][C:28]1[CH:29]=[C:30]([N:35]2[CH2:40][CH2:39][N:38]([C:2]3[C:11]4[C:6](=[CH:7][C:8]([S:12]([NH:15][C:16]5[S:17][CH:18]=[CH:19][N:20]=5)(=[O:14])=[O:13])=[CH:9][CH:10]=4)[CH:5]=[CH:4][N:3]=3)[CH2:37][CH2:36]2)[CH:31]=[CH:32][C:33]=1[Cl:34]. (5) Given the reactants [C:1]12([NH2:11])[CH2:10][CH:5]3[CH2:6][CH:7]([CH2:9][CH:3]([CH2:4]3)[CH2:2]1)[CH2:8]2.[CH2:12]([C:14]1[S:18][C:17]([CH:19]=O)=[CH:16][CH:15]=1)[CH3:13], predict the reaction product. The product is: [CH2:12]([C:14]1[S:18][C:17]([CH2:19][NH:11][C:1]23[CH2:8][CH:7]4[CH2:6][CH:5]([CH2:4][CH:3]([CH2:9]4)[CH2:2]2)[CH2:10]3)=[CH:16][CH:15]=1)[CH3:13]. (6) Given the reactants [C-:1]#[N:2].[Na+].[C:4]([O:8][C:9]([NH:11][C@@H:12]([CH3:19])[CH2:13]OS(C)(=O)=O)=[O:10])([CH3:7])([CH3:6])[CH3:5], predict the reaction product. The product is: [C:4]([O:8][C:9](=[O:10])[NH:11][C@@H:12]([CH3:19])[CH2:13][C:1]#[N:2])([CH3:7])([CH3:6])[CH3:5]. (7) Given the reactants [C:1]([C:3]1[C:4]([C:20]([F:23])([F:22])[F:21])=[C:5]2[C:9](=[CH:10][CH:11]=1)[N:8]([CH2:12][C:13](=[NH:16])[NH:14][OH:15])[C:7]([CH2:17][CH2:18][CH3:19])=[CH:6]2)#[N:2].[F:24][C:25]([F:36])([F:35])[C:26]1[CH:34]=[CH:33][C:29]([C:30](Cl)=O)=[CH:28][CH:27]=1.C(N(CC)C(C)C)(C)C, predict the reaction product. The product is: [CH2:17]([C:7]1[N:8]([CH2:12][C:13]2[N:16]=[C:30]([C:29]3[CH:28]=[CH:27][C:26]([C:25]([F:24])([F:35])[F:36])=[CH:34][CH:33]=3)[O:15][N:14]=2)[C:9]2[C:5]([CH:6]=1)=[C:4]([C:20]([F:22])([F:23])[F:21])[C:3]([C:1]#[N:2])=[CH:11][CH:10]=2)[CH2:18][CH3:19].